From a dataset of Forward reaction prediction with 1.9M reactions from USPTO patents (1976-2016). Predict the product of the given reaction. (1) The product is: [N:15]1([CH2:2][C:3]2[N:7]3[CH:8]=[C:9]([N+:12]([O-:14])=[O:13])[CH:10]=[CH:11][C:6]3=[N:5][N:4]=2)[CH2:20][CH2:19][O:18][CH2:17][CH2:16]1. Given the reactants Cl[CH2:2][C:3]1[N:7]2[CH:8]=[C:9]([N+:12]([O-:14])=[O:13])[CH:10]=[CH:11][C:6]2=[N:5][N:4]=1.[NH:15]1[CH2:20][CH2:19][O:18][CH2:17][CH2:16]1.C(OCC)(=O)C.C(=O)(O)[O-].[Na+], predict the reaction product. (2) Given the reactants Br[CH2:2][CH2:3][CH2:4][CH2:5][CH:6]=[CH2:7].[F:8][C:9]([F:21])([F:20])[CH2:10][CH2:11][S:12]([CH2:15][C:16]([O:18][CH3:19])=[O:17])(=[O:14])=[O:13].[H-].[Na+].Cl, predict the reaction product. The product is: [F:21][C:9]([F:8])([F:20])[CH2:10][CH2:11][S:12]([CH:15]([CH2:7][CH2:6][CH2:5][CH2:4][CH:3]=[CH2:2])[C:16]([O:18][CH3:19])=[O:17])(=[O:13])=[O:14]. (3) Given the reactants [OH:1][C:2]1[CH:3]=[C:4]([N+:10]([O-])=O)[CH:5]=[CH:6][C:7]=1[O:8][CH3:9].[CH2:13](Br)[C:14]1[CH:19]=[CH:18][CH:17]=[CH:16][CH:15]=1.C(=O)([O-])[O-].[K+].[K+].S(S([O-])=O)([O-])=O.[Na+].[Na+], predict the reaction product. The product is: [CH2:13]([O:1][C:2]1[CH:3]=[C:4]([CH:5]=[CH:6][C:7]=1[O:8][CH3:9])[NH2:10])[C:14]1[CH:19]=[CH:18][CH:17]=[CH:16][CH:15]=1. (4) Given the reactants Br[C:2]1[CH:7]=[CH:6][C:5]([S:8]([CH:11]2[CH2:16][CH2:15][CH2:14][N:13]([C:17]([O:19][C:20]([CH3:23])([CH3:22])[CH3:21])=[O:18])[CH2:12]2)(=[O:10])=[O:9])=[CH:4][CH:3]=1.[B:24]1([B:24]2[O:28][C:27]([CH3:30])([CH3:29])[C:26]([CH3:32])([CH3:31])[O:25]2)[O:28][C:27]([CH3:30])([CH3:29])[C:26]([CH3:32])([CH3:31])[O:25]1.C([O-])(=O)C.[K+], predict the reaction product. The product is: [CH3:31][C:26]1([CH3:32])[C:27]([CH3:30])([CH3:29])[O:28][B:24]([C:2]2[CH:7]=[CH:6][C:5]([S:8]([CH:11]3[CH2:16][CH2:15][CH2:14][N:13]([C:17]([O:19][C:20]([CH3:23])([CH3:22])[CH3:21])=[O:18])[CH2:12]3)(=[O:10])=[O:9])=[CH:4][CH:3]=2)[O:25]1. (5) Given the reactants [CH3:1][O:2][C:3]1[CH:8]=[C:7]([N+:9]([O-])=O)[CH:6]=[C:5]([O:12][CH3:13])[C:4]=1[O:14][CH3:15].O.NN, predict the reaction product. The product is: [CH3:13][O:12][C:5]1[CH:6]=[C:7]([CH:8]=[C:3]([O:2][CH3:1])[C:4]=1[O:14][CH3:15])[NH2:9]. (6) Given the reactants C(O)(C(F)(F)F)=O.[C:8]([NH:16][C@@H:17]1[C:23](=[O:24])[N:22]2[C@H:25]([C:29]([O:31]C(C)(C)C)=[O:30])[CH2:26][CH2:27][CH2:28][N:21]2[C:20](=[O:36])[CH2:19][CH2:18]1)(=[O:15])[C:9]1[CH:14]=[CH:13][CH:12]=[CH:11][CH:10]=1, predict the reaction product. The product is: [C:8]([NH:16][C@@H:17]1[C:23](=[O:24])[N:22]2[C@H:25]([C:29]([OH:31])=[O:30])[CH2:26][CH2:27][CH2:28][N:21]2[C:20](=[O:36])[CH2:19][CH2:18]1)(=[O:15])[C:9]1[CH:14]=[CH:13][CH:12]=[CH:11][CH:10]=1.